Dataset: Full USPTO retrosynthesis dataset with 1.9M reactions from patents (1976-2016). Task: Predict the reactants needed to synthesize the given product. (1) Given the product [CH3:1][C@H:2]1[CH2:6][CH2:5][CH2:4][N:3]1[CH:7]1[CH2:11][CH2:10][C@H:9]([C:12]2[CH:17]=[CH:16][C:15]([NH:18][C:25]([CH:22]3[CH2:23][CH2:24][O:19][CH2:20][CH2:21]3)=[O:26])=[CH:14][CH:13]=2)[CH2:8]1, predict the reactants needed to synthesize it. The reactants are: [CH3:1][C@H:2]1[CH2:6][CH2:5][CH2:4][N:3]1[CH:7]1[CH2:11][CH2:10][C@H:9]([C:12]2[CH:17]=[CH:16][C:15]([NH2:18])=[CH:14][CH:13]=2)[CH2:8]1.[O:19]1[CH2:24][CH2:23][CH:22]([C:25](Cl)=[O:26])[CH2:21][CH2:20]1.N1C=CC=CC=1.N.CO. (2) Given the product [CH3:15][O:14][CH2:13][CH2:12][CH2:11][CH2:10][CH2:9][N:1]1[CH2:6][CH2:5][C:4](=[O:7])[CH2:3][CH2:2]1, predict the reactants needed to synthesize it. The reactants are: [NH:1]1[CH2:6][CH2:5][C:4](=[O:7])[CH2:3][CH2:2]1.Cl[CH2:9][CH2:10][CH2:11][CH2:12][CH2:13][O:14][CH3:15]. (3) Given the product [Br:1][C:2]1[CH:21]=[CH:20][C:5]2[C:6]3[N:7]=[C:8]([C:14]4[N:16]([CH:17]([CH3:19])[CH3:18])[CH:23]=[CH:24][N:15]=4)[S:9][C:10]=3[CH2:11][CH2:12][O:13][C:4]=2[CH:3]=1, predict the reactants needed to synthesize it. The reactants are: [Br:1][C:2]1[CH:21]=[CH:20][C:5]2[C:6]3[N:7]=[C:8]([C:14]([NH:16][CH:17]([CH3:19])[CH3:18])=[NH:15])[S:9][C:10]=3[CH2:11][CH2:12][O:13][C:4]=2[CH:3]=1.Cl[CH2:23][CH:24]=O.C(=O)(O)[O-].[Na+].